From a dataset of Full USPTO retrosynthesis dataset with 1.9M reactions from patents (1976-2016). Predict the reactants needed to synthesize the given product. (1) Given the product [O:19]1[CH2:18][CH:17]1[CH2:15][O:1][C:2]1[C:14]2[C:13]3[C:8](=[CH:9][CH:10]=[CH:11][CH:12]=3)[NH:7][C:6]=2[CH:5]=[CH:4][CH:3]=1, predict the reactants needed to synthesize it. The reactants are: [OH:1][C:2]1[C:14]2[C:13]3[C:8](=[CH:9][CH:10]=[CH:11][CH:12]=3)[NH:7][C:6]=2[CH:5]=[CH:4][CH:3]=1.[CH2:15]([CH:17]1[O:19][CH2:18]1)Cl.[OH-].[Na+].O. (2) Given the product [Br:19][C:3]1[O:4][C:5]2[CH:10]=[CH:9][C:8]([CH:11]=[C:12]3[S:16][C:15](=[O:17])[NH:14][C:13]3=[O:18])=[CH:7][C:6]=2[C:2]=1[CH3:1], predict the reactants needed to synthesize it. The reactants are: [CH3:1][C:2]1[C:6]2[CH:7]=[C:8]([CH:11]=[C:12]3[S:16][C:15](=[O:17])[NH:14][C:13]3=[O:18])[CH:9]=[CH:10][C:5]=2[O:4][CH:3]=1.[Br:19]Br. (3) Given the product [CH3:70][N:68]1[CH:69]=[C:65]([C:64]2[N:51]3[C:52]([C:53]4[CH:54]=[C:55]([C:56]5[CH:61]=[CH:60][CH:59]=[CH:58][CH:57]=5)[C:46]([C:43]5[CH:42]=[CH:41][C:40]([C:36]6([NH2:35])[CH2:37][CH2:38][CH2:39]6)=[CH:45][CH:44]=5)=[N:47][C:48]=4[CH2:49][CH2:50]3)=[N:62][N:63]=2)[N:66]=[CH:67]1, predict the reactants needed to synthesize it. The reactants are: NC1(C2C=CC(C3C(C4C=CC=CC=4)=CC4C(=O)CCCC=4N=3)=CC=2)CCC1.C(OC(=O)[NH:35][C:36]1([C:40]2[CH:45]=[CH:44][C:43]([C:46]3[C:55]([C:56]4[CH:61]=[CH:60][CH:59]=[CH:58][CH:57]=4)=[CH:54][C:53]4[C:52]5=[N:62][N:63]=[C:64]([C:65]6[N:66]=[CH:67][N:68]([CH3:70])[CH:69]=6)[N:51]5[CH2:50][CH2:49][C:48]=4[N:47]=3)=[CH:42][CH:41]=2)[CH2:39][CH2:38][CH2:37]1)(C)(C)C.